This data is from Forward reaction prediction with 1.9M reactions from USPTO patents (1976-2016). The task is: Predict the product of the given reaction. (1) Given the reactants [C:1]([C:3]1([C:16]2[CH:21]=[CH:20][CH:19]=[C:18]([F:22])[N:17]=2)[CH2:8][CH2:7][N:6]([C:9]([O:11][C:12]([CH3:15])([CH3:14])[CH3:13])=[O:10])[CH2:5][CH2:4]1)#[N:2].C(N(CC)CC)C.[H][H], predict the reaction product. The product is: [NH2:2][CH2:1][C:3]1([C:16]2[CH:21]=[CH:20][CH:19]=[C:18]([F:22])[N:17]=2)[CH2:8][CH2:7][N:6]([C:9]([O:11][C:12]([CH3:14])([CH3:15])[CH3:13])=[O:10])[CH2:5][CH2:4]1. (2) Given the reactants [Br:1][C:2]1[C:9]([F:10])=[CH:8][C:5]([CH:6]=O)=[C:4]([F:11])[CH:3]=1.[NH2:12]OS(O)(=O)=O, predict the reaction product. The product is: [Br:1][C:2]1[C:9]([F:10])=[CH:8][C:5]([C:6]#[N:12])=[C:4]([F:11])[CH:3]=1. (3) Given the reactants [OH-].[Na+].[C:3]([O:10][CH3:11])(=[O:9])[CH2:4][C:5]([O:7][CH3:8])=[O:6].[N:12]([O-])=[O:13].[Na+], predict the reaction product. The product is: [OH:13][N:12]=[C:4]([C:3]([O:10][CH3:11])=[O:9])[C:5]([O:7][CH3:8])=[O:6]. (4) Given the reactants Cl.[NH2:2][CH:3]([C:6]1[CH:11]=[CH:10][C:9]([CH2:12][CH3:13])=[CH:8][CH:7]=1)[C:4]#[N:5].[CH2:14]1[C:22]2[C:17](=[CH:18][CH:19]=[CH:20][CH:21]=2)[CH2:16][CH:15]1[CH2:23][C:24]([NH:26][CH2:27][CH2:28][N:29]1[CH:33]=[C:32]([C:34](O)=[O:35])[N:31]=[N:30]1)=[O:25], predict the reaction product. The product is: [C:4]([CH:3]([NH:2][C:34]([C:32]1[N:31]=[N:30][N:29]([CH2:28][CH2:27][NH:26][C:24](=[O:25])[CH2:23][CH:15]2[CH2:16][C:17]3[C:22](=[CH:21][CH:20]=[CH:19][CH:18]=3)[CH2:14]2)[CH:33]=1)=[O:35])[C:6]1[CH:11]=[CH:10][C:9]([CH2:12][CH3:13])=[CH:8][CH:7]=1)#[N:5]. (5) Given the reactants C[O:2][C:3]([C:5]1[S:9][C:8]2[CH:10]=[C:11]([Cl:14])[CH:12]=[CH:13][C:7]=2[CH:6]=1)=[O:4].[Li+].[OH-].Cl, predict the reaction product. The product is: [Cl:14][C:11]1[CH:12]=[CH:13][C:7]2[CH:6]=[C:5]([C:3]([OH:4])=[O:2])[S:9][C:8]=2[CH:10]=1. (6) Given the reactants [N:1]1[CH:2]=[CH:3][N:4]2[CH:9]=[C:8]([NH:10][C:11](=[O:29])[NH:12][C:13]3[CH:28]=[CH:27][C:16]([C:17]([NH:19][CH2:20][CH:21]4[CH2:26][CH2:25][CH2:24][CH2:23][O:22]4)=[O:18])=[CH:15][CH:14]=3)[CH:7]=[CH:6][C:5]=12.[Cl:30]N1C(=O)CCC1=O, predict the reaction product. The product is: [Cl:30][C:3]1[N:4]2[CH:9]=[C:8]([NH:10][C:11]([NH:12][C:13]3[CH:28]=[CH:27][C:16]([C:17]([NH:19][CH2:20][CH:21]4[CH2:26][CH2:25][CH2:24][CH2:23][O:22]4)=[O:18])=[CH:15][CH:14]=3)=[O:29])[CH:7]=[CH:6][C:5]2=[N:1][CH:2]=1. (7) The product is: [CH:16]1[CH:15]=[CH:14][C:13]([NH:12][C:19]([CH2:20][CH2:21][CH2:22][CH2:23][CH2:24][CH2:25][C:26]([NH:28][OH:9])=[O:27])=[O:36])=[CH:18][CH:17]=1. Given the reactants C1(=O)OC(=[O:9])CCCCCC1.[NH2:12][C:13]1[CH:18]=[CH:17][CH:16]=[CH:15][CH:14]=1.[C:19]([OH:36])(=O)[CH2:20][CH2:21][CH2:22][CH2:23][CH2:24][CH2:25][C:26]([NH:28]C1C=CC=CC=1)=[O:27].ClC(OCC)=O, predict the reaction product. (8) The product is: [OH:28][CH2:27][C@H:24]1[CH2:25][CH2:26][N:22]([C:3]2[C:2]([C:31]3[CH:30]=[N:29][CH:34]=[CH:33][CH:32]=3)=[CH:21][C:6]([C:7]([NH:9][C:10]3[CH:15]=[CH:14][C:13]([O:16][C:17]([F:20])([F:19])[F:18])=[CH:12][CH:11]=3)=[O:8])=[CH:5][N:4]=2)[CH2:23]1. Given the reactants Br[C:2]1[C:3]([N:22]2[CH2:26][CH2:25][C@H:24]([CH2:27][OH:28])[CH2:23]2)=[N:4][CH:5]=[C:6]([CH:21]=1)[C:7]([NH:9][C:10]1[CH:15]=[CH:14][C:13]([O:16][C:17]([F:20])([F:19])[F:18])=[CH:12][CH:11]=1)=[O:8].[N:29]1[CH:34]=[CH:33][CH:32]=[C:31](B(O)O)[CH:30]=1, predict the reaction product. (9) The product is: [Cl:1][C:2]1[CH:7]=[CH:6][C:5]([S:8]([N:11]([CH2:22][C:23]2[CH:28]=[CH:27][C:26]([S:29][C:30]([F:33])([F:31])[F:32])=[CH:25][CH:24]=2)[C@@H:12]2[CH2:17][CH2:16][CH2:15][CH2:14][C@@H:13]2[C:18]([NH2:20])=[O:19])(=[O:9])=[O:10])=[CH:4][CH:3]=1. Given the reactants [Cl:1][C:2]1[CH:7]=[CH:6][C:5]([S:8]([NH:11][C@@H:12]2[CH2:17][CH2:16][CH2:15][CH2:14][C@@H:13]2[C:18]([NH2:20])=[O:19])(=[O:10])=[O:9])=[CH:4][CH:3]=1.Br[CH2:22][C:23]1[CH:28]=[CH:27][C:26]([S:29][C:30]([F:33])([F:32])[F:31])=[CH:25][CH:24]=1, predict the reaction product.